From a dataset of Catalyst prediction with 721,799 reactions and 888 catalyst types from USPTO. Predict which catalyst facilitates the given reaction. (1) Reactant: C(OC([N:11]1[C:20]2[C:15](=[CH:16][CH:17]=[CH:18][CH:19]=2)[CH:14]([N:21]([C:25](=[O:27])[CH3:26])[CH:22]2[CH2:24][CH2:23]2)[CH2:13][CH:12]1[CH3:28])=O)C1C=CC=CC=1. Product: [CH:22]1([N:21]([CH:14]2[C:15]3[C:20](=[CH:19][CH:18]=[CH:17][CH:16]=3)[NH:11][CH:12]([CH3:28])[CH2:13]2)[C:25](=[O:27])[CH3:26])[CH2:23][CH2:24]1. The catalyst class is: 19. (2) Reactant: [NH:1]1[C:9]2[C:4](=[N:5][CH:6]=[CH:7][CH:8]=2)[N:3]=[C:2]1[SH:10].[H-].[Na+].[N+]([C:16]1[O:20][C:19]([CH:21]=[O:22])=[CH:18][CH:17]=1)([O-])=O. Product: [NH:1]1[C:9]2[C:4](=[N:5][CH:6]=[CH:7][CH:8]=2)[N:3]=[C:2]1[S:10][C:16]1[O:20][C:19]([CH:21]=[O:22])=[CH:18][CH:17]=1. The catalyst class is: 7. (3) Reactant: CCN(C(C)C)C(C)C.[CH3:10][O:11][C:12]1[CH:13]=[CH:14][CH:15]=[C:16]2[C:21]=1[O:20][C:19](=[O:22])[C:18]([C:23]([OH:25])=O)=[CH:17]2.CN(C(ON1N=NC2C=CC=NC1=2)=[N+](C)C)C.F[P-](F)(F)(F)(F)F.[CH3:50][O:51][C:52]1[CH:57]=[C:56]([O:58][CH3:59])[CH:55]=[CH:54][C:53]=1[C:60]1[CH:65]=[CH:64][CH:63]=[C:62]([NH2:66])[CH:61]=1. Product: [CH3:50][O:51][C:52]1[CH:57]=[C:56]([O:58][CH3:59])[CH:55]=[CH:54][C:53]=1[C:60]1[CH:65]=[CH:64][CH:63]=[C:62]([NH:66][C:23]([C:18]2[C:19](=[O:22])[O:20][C:21]3[C:16]([CH:17]=2)=[CH:15][CH:14]=[CH:13][C:12]=3[O:11][CH3:10])=[O:25])[CH:61]=1. The catalyst class is: 3. (4) Reactant: [N+:1]([O-:4])(O)=[O:2].[Br:5][C:6]1[C:10]([Br:11])=[C:9]([Br:12])[NH:8][N:7]=1.C(OC(=O)C)(=O)C. Product: [N+:1]([N:7]1[C:6]([Br:5])=[C:10]([Br:11])[C:9]([Br:12])=[N:8]1)([O-:4])=[O:2]. The catalyst class is: 15. (5) Reactant: [NH2:1][C:2]([CH2:19][O:20][CH2:21][CH2:22][C:23]([O:25][CH3:26])=[O:24])([CH2:11][O:12][CH2:13][CH2:14][C:15]([O:17][CH3:18])=[O:16])[CH2:3][O:4][CH2:5][CH2:6][C:7]([O:9][CH3:10])=[O:8].CN(C1C=CC=CN=1)C.[O:36](C(OC(C)(C)C)=O)[C:37](OC(C)(C)C)=O. Product: [N:1]([C:2]([CH2:11][O:12][CH2:13][CH2:14][C:15]([O:17][CH3:18])=[O:16])([CH2:3][O:4][CH2:5][CH2:6][C:7]([O:9][CH3:10])=[O:8])[CH2:19][O:20][CH2:21][CH2:22][C:23]([O:25][CH3:26])=[O:24])=[C:37]=[O:36]. The catalyst class is: 2. (6) Reactant: BrBr.[C-]#N.[Cu]C#N.[F:8][C:9]([F:32])([C:23]1[CH:30]=[C:29]([NH2:31])[CH:28]=[CH:27][C:24]=1[C:25]#[N:26])[C:10]([F:22])([F:21])[C:11]([F:20])([F:19])[C:12]([F:18])([F:17])[C:13]([F:16])([F:15])[F:14].[C:33](Cl)(=[O:37])[CH:34]([CH3:36])[CH3:35]. Product: [C:25]([C:24]1[CH:27]=[CH:28][C:29]([NH:31][C:33](=[O:37])[CH:34]([CH3:36])[CH3:35])=[CH:30][C:23]=1[C:9]([F:32])([F:8])[C:10]([F:21])([F:22])[C:11]([F:19])([F:20])[C:12]([F:18])([F:17])[C:13]([F:16])([F:15])[F:14])#[N:26]. The catalyst class is: 672. (7) Reactant: [CH3:1][O:2][C:3]1[CH:8]=[CH:7][C:6]([N:9]2[CH2:18][C:17]3[C:12](=[N:13][C:14]([NH:19][C:20]4[CH:25]=[CH:24][CH:23]=[CH:22][CH:21]=4)=[N:15][CH:16]=3)[NH:11][C:10]2=[O:26])=[CH:5][CH:4]=1.[H-].[Na+].[CH3:29]I. Product: [CH3:1][O:2][C:3]1[CH:8]=[CH:7][C:6]([N:9]2[CH2:18][C:17]3[C:12](=[N:13][C:14]([NH:19][C:20]4[CH:25]=[CH:24][CH:23]=[CH:22][CH:21]=4)=[N:15][CH:16]=3)[N:11]([CH3:29])[C:10]2=[O:26])=[CH:5][CH:4]=1. The catalyst class is: 7.